This data is from Full USPTO retrosynthesis dataset with 1.9M reactions from patents (1976-2016). The task is: Predict the reactants needed to synthesize the given product. Given the product [S:7]([C:8]1[CH:9]=[CH:10][CH:11]=[CH:12][CH:13]=1)[C@H:6]1[O:14][C@@H:15]([CH3:26])[C@@H:16]([OH:22])[C@@H:17]([OH:18])[C@@H:5]1[OH:4], predict the reactants needed to synthesize it. The reactants are: C([O:4][C@H:5]1[C@H:17]([O:18]C(=O)C)[C@H:16]([O:22]C(=O)C)[C@H:15]([CH3:26])[O:14][C@@H:6]1[S:7][C:8]1[CH:13]=[CH:12][CH:11]=[CH:10][CH:9]=1)(=O)C.C[O-].[Na+].